Dataset: Catalyst prediction with 721,799 reactions and 888 catalyst types from USPTO. Task: Predict which catalyst facilitates the given reaction. (1) Reactant: C[O:2][C:3](=O)[CH2:4][NH:5][C:6]1[CH:11]=[C:10]([CH3:12])[C:9]([C:13]2[NH:17][C:16]3[CH:18]=[CH:19][C:20]([C:22](=[O:32])[NH:23][C:24]4[CH:29]=[CH:28][C:27]([CH3:30])=[C:26]([CH3:31])[CH:25]=4)=[CH:21][C:15]=3[N:14]=2)=[C:8]([CH3:33])[CH:7]=1.[H-].[H-].[H-].[H-].[Li+].[Al+3]. Product: [CH3:31][C:26]1[CH:25]=[C:24]([NH:23][C:22]([C:20]2[CH:19]=[CH:18][C:16]3[NH:17][C:13]([C:9]4[C:8]([CH3:33])=[CH:7][C:6]([NH:5][CH2:4][CH2:3][OH:2])=[CH:11][C:10]=4[CH3:12])=[N:14][C:15]=3[CH:21]=2)=[O:32])[CH:29]=[CH:28][C:27]=1[CH3:30]. The catalyst class is: 1. (2) Reactant: [Cl-].[CH3:2][O:3][CH2:4][P+](C1C=CC=CC=1)(C1C=CC=CC=1)C1C=CC=CC=1.[CH3:24]C(C)([O-])C.[K+].[CH3:30][C:31]1([C:38]([OH:40])=[O:39])[CH2:36][C:35](=O)[CH2:34][CH2:33][O:32]1. Product: [CH3:2][O:3][CH:4]=[C:35]1[CH2:34][CH2:33][O:32][C:31]([CH3:30])([C:38]([O:40][CH3:24])=[O:39])[CH2:36]1. The catalyst class is: 1. (3) Reactant: [I:1]Cl.[C:3]([C:7]1[C:8]([O:24][CH2:25][CH:26]([F:28])[F:27])=[C:9]([C:17]([CH3:23])=[CH:18][Si](C)(C)C)[CH:10]=[C:11]([C:13]([CH3:16])([CH3:15])[CH3:14])[CH:12]=1)([CH3:6])([CH3:5])[CH3:4].S([O-])([O-])(=O)=O.[Na+].[Na+]. Product: [C:3]([C:7]1[CH:12]=[C:11]([C:13]([CH3:16])([CH3:15])[CH3:14])[CH:10]=[C:9]([C:17]([CH3:23])=[CH:18][I:1])[C:8]=1[O:24][CH2:25][CH:26]([F:28])[F:27])([CH3:6])([CH3:5])[CH3:4]. The catalyst class is: 53. (4) Reactant: C([O:3][C:4]([C:6]1[N:7]([CH2:32][C:33]2[CH:38]=[CH:37][CH:36]=[C:35]([C:39]([F:42])([F:41])[F:40])[CH:34]=2)[C:8]2[C:13]([C:14]=1[C:15]1[CH:20]=[CH:19][CH:18]=[C:17]([C:21](=[O:23])[CH3:22])[CH:16]=1)=[CH:12][C:11]([C:24]1[CH:29]=[CH:28][C:27]([O:30][CH3:31])=[CH:26][CH:25]=1)=[CH:10][CH:9]=2)=[O:5])C.[OH-].[Na+].Cl. Product: [C:21]([C:17]1[CH:16]=[C:15]([C:14]2[C:13]3[C:8](=[CH:9][CH:10]=[C:11]([C:24]4[CH:25]=[CH:26][C:27]([O:30][CH3:31])=[CH:28][CH:29]=4)[CH:12]=3)[N:7]([CH2:32][C:33]3[CH:38]=[CH:37][CH:36]=[C:35]([C:39]([F:40])([F:42])[F:41])[CH:34]=3)[C:6]=2[C:4]([OH:5])=[O:3])[CH:20]=[CH:19][CH:18]=1)(=[O:23])[CH3:22]. The catalyst class is: 23. (5) The catalyst class is: 41. Reactant: [CH2:1]([O:8][C@H:9]1[CH2:12][C@H:11]([N:13]2[C:17]3[CH:18]=[C:19]([F:22])[CH:20]=[CH:21][C:16]=3[N:15]=[C:14]2[C@@H:23]([NH2:25])[CH3:24])[CH2:10]1)[C:2]1[CH:7]=[CH:6][CH:5]=[CH:4][CH:3]=1.Cl[C:27]1[N:35]=[CH:34][N:33]=[C:32]2[C:28]=1[N:29]=[CH:30][N:31]2C1CCCCO1.CCN(C(C)C)C(C)C. Product: [CH2:1]([O:8][C@H:9]1[CH2:12][C@H:11]([N:13]2[C:17]3[CH:18]=[C:19]([F:22])[CH:20]=[CH:21][C:16]=3[N:15]=[C:14]2[C@@H:23]([NH:25][C:27]2[N:35]=[CH:34][N:33]=[C:32]3[C:28]=2[N:29]=[CH:30][NH:31]3)[CH3:24])[CH2:10]1)[C:2]1[CH:3]=[CH:4][CH:5]=[CH:6][CH:7]=1.